Dataset: Forward reaction prediction with 1.9M reactions from USPTO patents (1976-2016). Task: Predict the product of the given reaction. (1) Given the reactants [F:1][C:2]1[C:3]([C:8]([C:10]2[C:11]3[CH:23]=[CH:22][CH:21]=[CH:20][C:12]=3[S:13][C:14]=2[CH2:15][CH2:16][N:17]([CH3:19])[CH3:18])=[CH2:9])=[N:4][CH:5]=[CH:6][CH:7]=1, predict the reaction product. The product is: [F:1][C:2]1[C:3]([CH:8]([C:10]2[C:11]3[CH:23]=[CH:22][CH:21]=[CH:20][C:12]=3[S:13][C:14]=2[CH2:15][CH2:16][N:17]([CH3:18])[CH3:19])[CH3:9])=[N:4][CH:5]=[CH:6][CH:7]=1. (2) Given the reactants [N+:1]([C:4]1[CH:9]=[CH:8][C:7]([CH:10]([CH3:14])[C:11]([OH:13])=O)=[CH:6][CH:5]=1)([O-:3])=[O:2].O=S(Cl)Cl.[CH3:19][O:20][C:21](=[O:31])[C:22]1[C:27]([Cl:28])=[CH:26][C:25]([Cl:29])=[CH:24][C:23]=1[NH2:30].C(OCC)(=O)C, predict the reaction product. The product is: [CH3:19][O:20][C:21](=[O:31])[C:22]1[C:27]([Cl:28])=[CH:26][C:25]([Cl:29])=[CH:24][C:23]=1[NH:30][C:11](=[O:13])[CH:10]([C:7]1[CH:6]=[CH:5][C:4]([N+:1]([O-:3])=[O:2])=[CH:9][CH:8]=1)[CH3:14]. (3) Given the reactants C[C@H:2]1[NH:7][C@@H:6]([CH3:8])[CH2:5][N:4]([C:9]2[CH:18]=[CH:17][CH:16]=[C:15]3[C:10]=2[CH:11]=[CH:12][C:13]([CH3:19])=[N:14]3)[CH2:3]1.F[C:21](F)(F)S(OC1C=CC=C2C=1C=CC(C)=N2)(=O)=O.CC1(C)CNCCN1, predict the reaction product. The product is: [CH3:8][C:6]1([CH3:21])[NH:7][CH2:2][CH2:3][N:4]([C:9]2[CH:18]=[CH:17][CH:16]=[C:15]3[C:10]=2[CH:11]=[CH:12][C:13]([CH3:19])=[N:14]3)[CH2:5]1. (4) Given the reactants C[O:2][C:3](=O)[C:4]1[CH:9]=[C:8]([O:10][CH2:11][O:12][CH3:13])[CH:7]=[C:6]([O:14][CH2:15][O:16][CH3:17])[CH:5]=1.[H-].[Al+3].[Li+].[H-].[H-].[H-].O.O.O.O.O.O.O.O.O.O.S([O-])([O-])(=O)=O.[Na+].[Na+], predict the reaction product. The product is: [CH3:13][O:12][CH2:11][O:10][C:8]1[CH:9]=[C:4]([CH2:3][OH:2])[CH:5]=[C:6]([O:14][CH2:15][O:16][CH3:17])[CH:7]=1. (5) The product is: [C:26]([C:24]1[CH:25]=[C:20]([CH3:19])[C:21]([NH:32][C:33](=[O:40])[CH2:34][N:35]2[CH2:39][CH2:38][CH2:37][CH2:36]2)=[N:22][CH:23]=1)#[CH:27]. Given the reactants CCCC[N+](CCCC)(CCCC)CCCC.[F-].[CH3:19][C:20]1[C:21]([NH:32][C:33](=[O:40])[CH2:34][N:35]2[CH2:39][CH2:38][CH2:37][CH2:36]2)=[N:22][CH:23]=[C:24]([C:26]#[C:27][Si](C)(C)C)[CH:25]=1, predict the reaction product.